Task: Regression. Given a peptide amino acid sequence and an MHC pseudo amino acid sequence, predict their binding affinity value. This is MHC class II binding data.. Dataset: Peptide-MHC class II binding affinity with 134,281 pairs from IEDB The peptide sequence is GPGSTGLNITGVTCG. The MHC is HLA-DQA10501-DQB10201 with pseudo-sequence HLA-DQA10501-DQB10201. The binding affinity (normalized) is 0.283.